From a dataset of Catalyst prediction with 721,799 reactions and 888 catalyst types from USPTO. Predict which catalyst facilitates the given reaction. (1) Reactant: [OH:1][C@:2]([C:9]1[CH:14]=[CH:13][N:12]=[C:11](OC)[C:10]=1[CH2:17][OH:18])([CH2:7][CH3:8])[CH2:3][C:4](O)=O.Br. Product: [CH2:7]([C@:2]1([OH:1])[C:9]2[CH:14]=[CH:13][NH:12][CH2:11][C:10]=2[CH2:17][O:18][CH2:4][CH2:3]1)[CH3:8]. The catalyst class is: 57. (2) Reactant: C([NH:8][C@@H:9]1[CH2:14][CH2:13][C@H:12]([NH:15][C:16]2[CH:17]=[CH:18][CH:19]=[C:20]([N:23]([CH3:25])[CH3:24])[N+:21]=2[O-])[CH2:11][CH2:10]1)C1C=CC=CC=1. Product: [NH2:8][C@@H:9]1[CH2:10][CH2:11][C@H:12]([NH:15][C:16]2[N:21]=[C:20]([N:23]([CH3:25])[CH3:24])[CH:19]=[CH:18][CH:17]=2)[CH2:13][CH2:14]1. The catalyst class is: 19.